This data is from Reaction yield outcomes from USPTO patents with 853,638 reactions. The task is: Predict the reaction yield, written as a fraction of the theoretical maximum amount of product (1.0 means a 100% yield; for example, 0.34 means a 34% yield). (1) The reactants are [F:1][C:2]1[CH:3]=[N:4][CH:5]=[CH:6][C:7]=1[CH2:8]O.P(Br)(Br)[Br:11].O. The catalyst is C(Cl)(Cl)Cl. The product is [Br:11][CH2:8][C:7]1[CH:6]=[CH:5][N:4]=[CH:3][C:2]=1[F:1]. The yield is 0.190. (2) The reactants are C(S[CH2:4][CH2:5][CH2:6][O:7][C:8]1[N:16]=[C:15]2[C:11]([N:12]=[CH:13][N:14]2[CH2:17][C:18]2[CH:23]=[CH:22][CH:21]=[C:20]([CH2:24][C:25]([O:27][CH3:28])=[O:26])[CH:19]=2)=[C:10]([NH2:29])[N:9]=1)C.C(=O)([O-])O.[Na+].O[O:36][S:37]([O-:39])=O.[K+].[CH3:41][C:42](C)=O. The catalyst is O. The product is [CH2:41]([S:37]([CH2:4][CH2:5][CH2:6][O:7][C:8]1[N:16]=[C:15]2[C:11]([N:12]=[CH:13][N:14]2[CH2:17][C:18]2[CH:23]=[CH:22][CH:21]=[C:20]([CH2:24][C:25]([O:27][CH3:28])=[O:26])[CH:19]=2)=[C:10]([NH2:29])[N:9]=1)(=[O:39])=[O:36])[CH3:42]. The yield is 0.770. (3) The reactants are [CH:1]1([N:6]2[CH2:11][CH2:10][N:9]([C:12]([C:14]3[CH:15]=[C:16]4[C:20](=[CH:21][CH:22]=3)[NH:19][C:18]([C:23]([N:25]3[CH2:30][CH2:29][C:28]([F:32])([F:31])[CH2:27][CH2:26]3)=[O:24])=[CH:17]4)=[O:13])[CH2:8][CH2:7]2)[CH2:5][CH2:4][CH2:3][CH2:2]1.[CH3:33][O:34][C:35]1[CH:40]=[CH:39][C:38](B(O)O)=[CH:37][CH:36]=1.N1C=CC=CC=1. The catalyst is ClCCl.C([O-])(=O)C.[Cu+2].C([O-])(=O)C. The product is [CH:1]1([N:6]2[CH2:7][CH2:8][N:9]([C:12]([C:14]3[CH:15]=[C:16]4[C:20](=[CH:21][CH:22]=3)[N:19]([C:38]3[CH:39]=[CH:40][C:35]([O:34][CH3:33])=[CH:36][CH:37]=3)[C:18]([C:23]([N:25]3[CH2:26][CH2:27][C:28]([F:31])([F:32])[CH2:29][CH2:30]3)=[O:24])=[CH:17]4)=[O:13])[CH2:10][CH2:11]2)[CH2:5][CH2:4][CH2:3][CH2:2]1. The yield is 0.730. (4) The reactants are C(OC([N:8]1[CH2:12][CH2:11][CH2:10][C@@H:9]1[CH2:13][CH2:14][OH:15])=O)(C)(C)C.[ClH:16]. The catalyst is C(O)C. The product is [ClH:16].[NH:8]1[CH2:12][CH2:11][CH2:10][C@@H:9]1[CH2:13][CH2:14][OH:15]. The yield is 1.00.